Dataset: Catalyst prediction with 721,799 reactions and 888 catalyst types from USPTO. Task: Predict which catalyst facilitates the given reaction. (1) Reactant: [C:1]([N:5]1[CH:10]=[CH:9][C:8]([CH3:12])([CH3:11])[CH2:7][CH2:6]1)([CH3:4])([CH3:3])[CH3:2].C(N(CC)CC)C.[C:20](Cl)(=[O:23])[CH:21]=[CH2:22]. Product: [C:1]([N:5]1[CH2:6][CH2:7][C:8]([CH3:12])([CH3:11])[C:9]([C:20](=[O:23])[CH:21]=[CH2:22])=[CH:10]1)([CH3:4])([CH3:2])[CH3:3]. The catalyst class is: 2. (2) Reactant: [C:1]([O:5][C:6](=[O:48])[NH:7][CH2:8][C:9]1[CH:14]=[C:13]([C:15]2[S:19][C:18]([CH:20]3[CH2:25][CH2:24][NH:23][CH2:22][CH2:21]3)=[N:17][C:16]=2[C:26]2[CH:31]=[CH:30][CH:29]=[C:28]([N:32]([S:36]([C:39]3[CH:44]=[C:43]([F:45])[CH:42]=[CH:41][C:40]=3[F:46])(=[O:38])=[O:37])[CH2:33][O:34][CH3:35])[C:27]=2[F:47])[CH:12]=[CH:11][N:10]=1)([CH3:4])([CH3:3])[CH3:2].[C:49](O)(=O)C.C=O.C([BH3-])#N.[Na+]. Product: [C:1]([O:5][C:6](=[O:48])[NH:7][CH2:8][C:9]1[CH:14]=[C:13]([C:15]2[S:19][C:18]([CH:20]3[CH2:25][CH2:24][N:23]([CH3:49])[CH2:22][CH2:21]3)=[N:17][C:16]=2[C:26]2[CH:31]=[CH:30][CH:29]=[C:28]([N:32]([S:36]([C:39]3[CH:44]=[C:43]([F:45])[CH:42]=[CH:41][C:40]=3[F:46])(=[O:37])=[O:38])[CH2:33][O:34][CH3:35])[C:27]=2[F:47])[CH:12]=[CH:11][N:10]=1)([CH3:4])([CH3:2])[CH3:3]. The catalyst class is: 5. (3) Reactant: [H-].[Na+].[C:3]1([CH:9]2[O:14][CH2:13][CH:12]([OH:15])[CH2:11][O:10]2)[CH:8]=[CH:7][CH:6]=[CH:5][CH:4]=1.[CH3:16]I. Product: [CH3:16][O:15][CH:12]1[CH2:13][O:14][CH:9]([C:3]2[CH:4]=[CH:5][CH:6]=[CH:7][CH:8]=2)[O:10][CH2:11]1. The catalyst class is: 20. (4) Reactant: [F:1][C:2]1[CH:10]=[CH:9][C:8]([CH2:11][C:12]2[C:21]3[C:16](=[CH:17][CH:18]=[CH:19][CH:20]=3)[C:15](=[O:22])[NH:14][N:13]=2)=[CH:7][C:3]=1[C:4](O)=[O:5].[C@H:23]12[CH2:29][C@H:26]([NH:27][CH2:28]1)[CH2:25][N:24]2[C:30]([O:32][C:33]([CH3:36])([CH3:35])[CH3:34])=[O:31].CN(C(ON1N=NC2C=CC=NC1=2)=[N+](C)C)C.F[P-](F)(F)(F)(F)F. Product: [F:1][C:2]1[CH:10]=[CH:9][C:8]([CH2:11][C:12]2[C:21]3[C:16](=[CH:17][CH:18]=[CH:19][CH:20]=3)[C:15](=[O:22])[NH:14][N:13]=2)=[CH:7][C:3]=1[C:4]([N:27]1[CH2:28][C@@H:23]2[CH2:29][C@H:26]1[CH2:25][N:24]2[C:30]([O:32][C:33]([CH3:36])([CH3:35])[CH3:34])=[O:31])=[O:5]. The catalyst class is: 3. (5) Reactant: Cl[C:2]1[CH:7]=[C:6]([O:8][CH3:9])[C:5]([CH3:10])=[CH:4][N:3]=1.B1(C=C)OB([CH:17]=[CH2:18])OB(C=C)O1.C1C=CN=CC=1.C([O-])([O-])=O.[K+].[K+]. Product: [CH3:9][O:8][C:6]1[C:5]([CH3:10])=[CH:4][N:3]=[C:2]([CH:17]=[CH2:18])[CH:7]=1. The catalyst class is: 108. (6) Reactant: [F:1][C:2]([F:32])([F:31])[C:3]1[CH:8]=[CH:7][C:6]([C:9]2[C:10]([C:15]([NH:17][C:18]3[CH:27]=[C:26]4[C:21]([CH:22]=[C:23]([C:28]([OH:30])=O)[CH:24]=[N:25]4)=[CH:20][CH:19]=3)=[O:16])=[CH:11][CH:12]=[CH:13][CH:14]=2)=[CH:5][CH:4]=1.[F:33][C:34]1[CH:35]=[C:36]([CH:39]=[CH:40][CH:41]=1)[CH2:37][NH2:38].Cl.CN(C)CCCN=C=NCC.ON1C2C=CC=CC=2N=N1.C(N(CC)CC)C. Product: [F:33][C:34]1[CH:35]=[C:36]([CH:39]=[CH:40][CH:41]=1)[CH2:37][NH:38][C:28]([C:23]1[CH:24]=[N:25][C:26]2[C:21]([CH:22]=1)=[CH:20][CH:19]=[C:18]([NH:17][C:15]([C:10]1[C:9]([C:6]3[CH:5]=[CH:4][C:3]([C:2]([F:31])([F:1])[F:32])=[CH:8][CH:7]=3)=[CH:14][CH:13]=[CH:12][CH:11]=1)=[O:16])[CH:27]=2)=[O:30]. The catalyst class is: 96. (7) Reactant: Cl[C:2]1[C:7]([N+:8]([O-:10])=[O:9])=[C:6]([Cl:11])[N:5]=[C:4]([CH3:12])[N:3]=1.[NH2:13][C:14]1[CH:19]=[CH:18][C:17]([CH2:20][CH2:21][OH:22])=[CH:16][CH:15]=1.C(N(CC)CC)C. Product: [Cl:11][C:6]1[N:5]=[C:4]([CH3:12])[N:3]=[C:2]([NH:13][C:14]2[CH:19]=[CH:18][C:17]([CH2:20][CH2:21][OH:22])=[CH:16][CH:15]=2)[C:7]=1[N+:8]([O-:10])=[O:9]. The catalyst class is: 1.